From a dataset of Catalyst prediction with 721,799 reactions and 888 catalyst types from USPTO. Predict which catalyst facilitates the given reaction. (1) Reactant: [Br:1][C:2]1[CH:3]=[C:4]2[C:9]3=[C:10]([NH:12][C:13](=[O:14])[N:8]3[CH2:7][CH2:6][CH2:5]2)[CH:11]=1.[Br:15]N1C(=O)CCC1=O.O. Product: [Br:15][C:3]1[C:2]([Br:1])=[CH:11][C:10]2[NH:12][C:13](=[O:14])[N:8]3[C:9]=2[C:4]=1[CH2:5][CH2:6][CH2:7]3. The catalyst class is: 9. (2) Reactant: [NH2:1][C:2](=[O:42])[CH2:3][C@@H:4]1[CH2:11][C@:8]2([O:10][CH2:9]2)[C@H:7]([O:12][Si:13]([C:16]([CH3:19])([CH3:18])[CH3:17])([CH3:15])[CH3:14])[C@@H:6](/[CH:20]=[CH:21]/[C:22](/[CH3:41])=[CH:23]/[CH2:24][C@@H:25]2[O:30][C@H:29]([CH3:31])[C@H:28]([NH:32][C:33](=[O:39])/[CH:34]=[CH:35]\[C@@H:36]([OH:38])[CH3:37])[CH2:27][C@@H:26]2[CH3:40])[O:5]1.C(N(CC)CC)C.[N+](C1C=C[C:56]([O:59]C(=O)OC2C=CC([N+]([O-])=O)=CC=2)=CC=1)([O-])=O.Cl.[CH3:73][NH:74][CH2:75][CH2:76][S:77][CH3:78]. Product: [CH3:73][N:74]([CH2:75][CH2:76][S:77][CH3:78])[C:56](=[O:59])[O:38][C@H:36](/[CH:35]=[CH:34]\[C:33]([NH:32][C@@H:28]1[CH2:27][C@H:26]([CH3:40])[C@H:25]([CH2:24]/[CH:23]=[C:22](\[CH3:41])/[CH:21]=[CH:20]/[C@H:6]2[O:5][C@H:4]([CH2:3][C:2]([NH2:1])=[O:42])[CH2:11][C@:8]3([O:10][CH2:9]3)[C@@H:7]2[O:12][Si:13]([C:16]([CH3:19])([CH3:17])[CH3:18])([CH3:14])[CH3:15])[O:30][C@@H:29]1[CH3:31])=[O:39])[CH3:37]. The catalyst class is: 46. (3) Reactant: C1C=CC(P([N:15]=[N+:16]=[N-:17])(C2C=CC=CC=2)=O)=CC=1.C1CCN2C(=NCCC2)CC1.[Cl:29][C:30]1[CH:31]=[CH:32][C:33]([I:38])=[C:34]([CH:37]=1)[CH2:35]O. Product: [Cl:29][C:30]1[CH:31]=[CH:32][C:33]([I:38])=[C:34]([CH:37]=1)[CH2:35][N:15]=[N+:16]=[N-:17]. The catalyst class is: 3. (4) Reactant: [F:1][C:2]1[CH:7]=[CH:6][CH:5]=[CH:4][C:3]=1[SH:8].IC.[C:11](=O)([O-])[O-].[K+].[K+].C(O)(=O)CC(CC(O)=O)(C(O)=O)O. Product: [F:1][C:2]1[CH:7]=[CH:6][CH:5]=[CH:4][C:3]=1[S:8][CH3:11]. The catalyst class is: 3.